From a dataset of Forward reaction prediction with 1.9M reactions from USPTO patents (1976-2016). Predict the product of the given reaction. (1) Given the reactants F[C:2]1[CH:11]=[C:10]2[C:5]([CH:6]=[C:7]([C:16]([O:18][CH2:19][CH3:20])=[O:17])[CH:8]([C:12]([F:15])([F:14])[F:13])[O:9]2)=[CH:4][CH:3]=1.[CH3:21][C:22]1[CH:27]=[CH:26][C:25]([CH3:28])=[CH:24][C:23]=1[OH:29].C(=O)([O-])[O-].[K+].[K+].O, predict the reaction product. The product is: [CH3:21][C:22]1[CH:27]=[CH:26][C:25]([CH3:28])=[CH:24][C:23]=1[O:29][C:2]1[CH:11]=[C:10]2[C:5]([CH:6]=[C:7]([C:16]([O:18][CH2:19][CH3:20])=[O:17])[CH:8]([C:12]([F:15])([F:14])[F:13])[O:9]2)=[CH:4][CH:3]=1. (2) Given the reactants [CH2:1]([O:5][CH2:6][CH2:7][CH2:8][CH2:9][CH2:10][CH2:11][CH2:12][CH2:13][CH2:14][CH2:15][CH2:16][CH2:17][CH2:18][CH2:19][CH2:20][CH3:21])[CH:2]1[O:4][CH2:3]1.[CH2:22]([O:26][C:27]1[CH:32]=[CH:31][CH:30]=[CH:29][CH:28]=1)[CH:23]1[O:25][CH2:24]1, predict the reaction product. The product is: [CH2:1]([O:5][CH2:6][CH2:7][CH2:8][CH2:9][CH2:10][CH2:11][CH2:12][CH2:13][CH2:14][CH2:15][CH2:16][CH2:17][CH2:18][CH2:19][CH2:20][CH3:21])[CH:2]1[O:4][CH2:3]1.[CH2:22]([O:26][C:27]1[CH:28]=[CH:29][CH:30]=[CH:31][CH:32]=1)[CH:23]1[O:25][CH2:24]1. (3) Given the reactants Cl[C:2]1[N:7]2[N:8]=[C:9]([NH2:11])[N:10]=[C:6]2[CH:5]=[N:4][CH:3]=1.[CH3:12][N:13]1[C:21]2[C:16](=[CH:17][C:18](B(O)O)=[CH:19][CH:20]=2)[CH:15]=[N:14]1.C1(P(C2CCCCC2)C2C=CC=CC=2C2C(C(C)C)=CC(C(C)C)=CC=2C(C)C)CCCCC1.C(=O)([O-])[O-].[K+].[K+], predict the reaction product. The product is: [CH3:12][N:13]1[C:21]2[C:16](=[CH:17][C:18]([C:2]3[N:7]4[N:8]=[C:9]([NH2:11])[N:10]=[C:6]4[CH:5]=[N:4][CH:3]=3)=[CH:19][CH:20]=2)[CH:15]=[N:14]1. (4) The product is: [C:19]([O:22][C:23]([CH2:13][CH:8]([C:5]1[CH:4]=[CH:3][C:2]([F:1])=[CH:7][CH:6]=1)[C:9]([OH:11])=[O:10])=[O:24])([CH3:21])([CH3:20])[CH3:18]. Given the reactants [F:1][C:2]1[CH:7]=[CH:6][C:5]([CH:8]([CH2:13]NC(C)C)[C:9]([O:11]C)=[O:10])=[CH:4][CH:3]=1.[CH3:18][C:19]([O:22][C:23](O[C:23]([O:22][C:19]([CH3:21])([CH3:20])[CH3:18])=[O:24])=[O:24])([CH3:21])[CH3:20].O.O[Li].O, predict the reaction product. (5) Given the reactants Br[C:2]1[CH:3]=[C:4]([C:8]2[CH:13]=[CH:12][C:11]([C:14]([N:16]3[CH2:21][CH2:20][N:19]([CH:22]([CH3:24])[CH3:23])[CH2:18][CH2:17]3)=[O:15])=[CH:10][CH:9]=2)[CH:5]=[N:6][CH:7]=1.C([O-])(=O)C.[K+].[B:30]1([B:30]2[O:34][C:33]([CH3:36])([CH3:35])[C:32]([CH3:38])([CH3:37])[O:31]2)[O:34][C:33]([CH3:36])([CH3:35])[C:32]([CH3:38])([CH3:37])[O:31]1.C(Cl)Cl, predict the reaction product. The product is: [CH:22]([N:19]1[CH2:20][CH2:21][N:16]([C:14]([C:11]2[CH:12]=[CH:13][C:8]([C:4]3[CH:5]=[N:6][CH:7]=[C:2]([B:30]4[O:34][C:33]([CH3:36])([CH3:35])[C:32]([CH3:38])([CH3:37])[O:31]4)[CH:3]=3)=[CH:9][CH:10]=2)=[O:15])[CH2:17][CH2:18]1)([CH3:24])[CH3:23]. (6) Given the reactants O=[C:2]1[CH:7]=[CH:6][C:5]([C:8]([O:10][CH2:11][C:12]2[CH:17]=[CH:16][CH:15]=[CH:14][CH:13]=2)=[O:9])=[CH:4][O:3]1.Cl.[C:19]([O:23][C:24](=[O:27])[CH2:25][NH2:26])([CH3:22])([CH3:21])[CH3:20], predict the reaction product. The product is: [C:19]([O:23][C:24](=[O:27])[CH2:25][N:26]1[C:2](=[O:3])[CH:7]=[CH:6][C:5]([C:8]([O:10][CH2:11][C:12]2[CH:17]=[CH:16][CH:15]=[CH:14][CH:13]=2)=[O:9])=[CH:4]1)([CH3:22])([CH3:21])[CH3:20]. (7) Given the reactants Cl.[C:2]1([C:8]2[S:12][C:11]([CH2:13][C:14]3[CH:26]=[CH:25][C:17]([O:18][CH2:19][C@@H:20]4[CH2:24][CH2:23][CH2:22][NH:21]4)=[CH:16][CH:15]=3)=[CH:10][CH:9]=2)[CH:7]=[CH:6][CH:5]=[CH:4][CH:3]=1.Br[CH2:28][CH2:29][CH2:30][C:31]([O:33]C)=[O:32], predict the reaction product. The product is: [C:2]1([C:8]2[S:12][C:11]([CH2:13][C:14]3[CH:15]=[CH:16][C:17]([O:18][CH2:19][C@@H:20]4[CH2:24][CH2:23][CH2:22][N:21]4[CH2:28][CH2:29][CH2:30][C:31]([OH:33])=[O:32])=[CH:25][CH:26]=3)=[CH:10][CH:9]=2)[CH:3]=[CH:4][CH:5]=[CH:6][CH:7]=1.